The task is: Predict the reactants needed to synthesize the given product.. This data is from Full USPTO retrosynthesis dataset with 1.9M reactions from patents (1976-2016). (1) Given the product [Br:1][C:2]1[CH:7]=[CH:6][N:5]=[C:4]2[N:8]([CH3:13])[CH:9]=[C:10]([CH:11]=[C:22]3[C:21](=[O:24])[C:20]4[C:15]([OH:14])=[CH:16][C:17]([OH:28])=[CH:18][C:19]=4[O:23]3)[C:3]=12, predict the reactants needed to synthesize it. The reactants are: [Br:1][C:2]1[CH:7]=[CH:6][N:5]=[C:4]2[N:8]([CH3:13])[CH:9]=[C:10]([CH:11]=O)[C:3]=12.[OH:14][C:15]1[C:20]2[C:21](=[O:24])[CH2:22][O:23][C:19]=2[CH:18]=[CH:17][CH:16]=1.Cl.C([OH:28])C. (2) Given the product [OH:45][C:42]1[CH:43]=[C:19]2[C:14](=[CH:40][CH:41]=1)[N:15]=[CH:16][CH:17]=[CH:18]2, predict the reactants needed to synthesize it. The reactants are: FC(F)(F)S([O-])(=O)=O.C([Sn](CCCC)(CCCC)[C:14]1[CH:19]=[CH:18][CH:17]=[CH:16][N:15]=1)CCC.N1C=CC=C(B(O)O)C=1.ClC1C(=O)[C:40](C#N)=[C:41](C#N)[C:42](=[O:45])[C:43]=1Cl.N1C2C(=CC=CC=2)C=CC=1. (3) The reactants are: [C:9](O[C:9]([O:11][C:12]([CH3:15])([CH3:14])[CH3:13])=[O:10])([O:11][C:12]([CH3:15])([CH3:14])[CH3:13])=[O:10].[Cl:16][C:17]1[N:22]=[C:21]([NH2:23])[N:20]=[C:19]2[N:24]([CH2:35][C:36]3[CH:41]=[CH:40][C:39]([O:42][CH3:43])=[CH:38][CH:37]=3)[N:25]=[C:26]([CH2:27][CH:28]3[CH2:32][O:31][C:30]([CH3:34])([CH3:33])[O:29]3)[C:18]=12. Given the product [Cl:16][C:17]1[N:22]=[C:21]([N:23]([C:9]([O:11][C:12]([CH3:13])([CH3:14])[CH3:15])=[O:10])[C:9]([O:11][C:12]([CH3:15])([CH3:14])[CH3:13])=[O:10])[N:20]=[C:19]2[N:24]([CH2:35][C:36]3[CH:37]=[CH:38][C:39]([O:42][CH3:43])=[CH:40][CH:41]=3)[N:25]=[C:26]([CH2:27][CH:28]3[CH2:32][O:31][C:30]([CH3:34])([CH3:33])[O:29]3)[C:18]=12, predict the reactants needed to synthesize it. (4) Given the product [Cl:13][C:2]1[CH:9]=[C:8]([N+:10]([O-:12])=[O:11])[CH:7]=[CH:6][C:3]=1[C:4]([NH2:5])=[N:14][OH:15], predict the reactants needed to synthesize it. The reactants are: Cl[C:2]1[CH:9]=[C:8]([N+:10]([O-:12])=[O:11])[CH:7]=[CH:6][C:3]=1[C:4]#[N:5].[ClH:13].[NH2:14][OH:15].C(N(CC)CC)C.